Dataset: Reaction yield outcomes from USPTO patents with 853,638 reactions. Task: Predict the reaction yield, written as a fraction of the theoretical maximum amount of product (1.0 means a 100% yield; for example, 0.34 means a 34% yield). The reactants are [F:1][C:2]([F:7])([F:6])[C:3]([OH:5])=[O:4].[F:8][C:9]([F:14])([F:13])[C:10]([OH:12])=[O:11].FC(F)(F)C(O)=O.[Cl:22][C:23]1[CH:24]=[N:25][C:26]2[NH:27][C:28]3[CH:29]=[N:30][CH:31]=[C:32]([CH:54]=3)[CH2:33][CH2:34][C:35]3[CH:43]=[C:39]([NH:40][C:41]=1[N:42]=2)[CH:38]=[CH:37][C:36]=3[NH:44][C:45](=[O:53])[CH2:46][CH:47]1[CH2:52][CH2:51][NH:50][CH2:49][CH2:48]1.[N:55]([C:58]1[CH:63]=[CH:62][CH:61]=[CH:60][C:59]=1[O:64][CH3:65])=[C:56]=[O:57]. No catalyst specified. The product is [F:1][C:2]([F:7])([F:6])[C:3]([OH:5])=[O:4].[F:8][C:9]([F:14])([F:13])[C:10]([OH:12])=[O:11].[Cl:22][C:23]1[CH:24]=[N:25][C:26]2[NH:27][C:28]3[CH:29]=[N:30][CH:31]=[C:32]([CH:54]=3)[CH2:33][CH2:34][C:35]3[CH:43]=[C:39]([NH:40][C:41]=1[N:42]=2)[CH:38]=[CH:37][C:36]=3[NH:44][C:45](=[O:53])[CH2:46][CH:47]1[CH2:52][CH2:51][N:50]([C:56]([NH:55][C:58]2[CH:63]=[CH:62][CH:61]=[CH:60][C:59]=2[O:64][CH3:65])=[O:57])[CH2:49][CH2:48]1. The yield is 0.300.